Dataset: Forward reaction prediction with 1.9M reactions from USPTO patents (1976-2016). Task: Predict the product of the given reaction. (1) Given the reactants [OH:1][C@H:2]1[CH2:7][CH2:6][N:5]([C:8]([O:10]C(C)(C)C)=O)[C@@H:4]([CH3:15])[CH2:3]1.F[C:17]1[CH:24]=[CH:23][C:22]([C:25]2[N:30]=[C:29]([NH:31][C:32]3[CH:37]=[CH:36][C:35]([N:38]4[CH2:43][CH2:42][N:41]([CH:44]5[CH2:47][O:46][CH2:45]5)[CH2:40][CH2:39]4)=[CH:34][CH:33]=3)[N:28]=[CH:27][N:26]=2)=[CH:21][C:18]=1[C:19]#[N:20].[NH:48]1[C:52](C(O)=O)=[CH:51][N:50]=[N:49]1, predict the reaction product. The product is: [CH3:15][C@H:4]1[CH2:3][C@@H:2]([O:1][C:17]2[CH:24]=[CH:23][C:22]([C:25]3[N:30]=[C:29]([NH:31][C:32]4[CH:37]=[CH:36][C:35]([N:38]5[CH2:43][CH2:42][N:41]([CH:44]6[CH2:47][O:46][CH2:45]6)[CH2:40][CH2:39]5)=[CH:34][CH:33]=4)[N:28]=[CH:27][N:26]=3)=[CH:21][C:18]=2[C:19]#[N:20])[CH2:7][CH2:6][N:5]1[C:8]([C:51]1[NH:50][N:49]=[N:48][CH:52]=1)=[O:10]. (2) Given the reactants Cl.[Cl:2][C:3]1[CH:4]=[C:5]2[C:9](=[CH:10][CH:11]=1)[NH:8][CH:7]=[C:6]2[CH2:12][CH2:13][NH2:14].[OH:15][CH2:16][C@@H:17]([NH:25][C:26](=[O:30])[C:27](O)=[O:28])[CH2:18][C:19]1[CH:24]=[CH:23][CH:22]=[CH:21][CH:20]=1.CN(C(ON1N=NC2C=CC=NC1=2)=[N+](C)C)C.F[P-](F)(F)(F)(F)F.C(N(CC)C(C)C)(C)C, predict the reaction product. The product is: [Cl:2][C:3]1[CH:4]=[C:5]2[C:9](=[CH:10][CH:11]=1)[NH:8][CH:7]=[C:6]2[CH2:12][CH2:13][NH:14][C:27](=[O:28])[C:26]([NH:25][C@@H:17]([CH2:18][C:19]1[CH:20]=[CH:21][CH:22]=[CH:23][CH:24]=1)[CH2:16][OH:15])=[O:30].